The task is: Predict which catalyst facilitates the given reaction.. This data is from Catalyst prediction with 721,799 reactions and 888 catalyst types from USPTO. (1) Reactant: Cl.C(OC([NH:9][CH2:10][C:11]([O:13][C@H:14]1[CH2:19][CH2:18][C@H:17]([NH:20][C:21]2[CH:26]=[C:25]([N:27]3[C:35]4[CH2:34][C:33]([CH3:37])([CH3:36])[CH2:32][C:31](=[O:38])[C:30]=4[C:29]([CH3:39])=[CH:28]3)[CH:24]=[C:23]([F:40])[C:22]=2[C:41](=[O:43])[NH2:42])[CH2:16][CH2:15]1)=[O:12])=O)(C)(C)C. Product: [NH2:9][CH2:10][C:11]([O:13][C@H:14]1[CH2:15][CH2:16][C@H:17]([NH:20][C:21]2[CH:26]=[C:25]([N:27]3[C:35]4[CH2:34][C:33]([CH3:36])([CH3:37])[CH2:32][C:31](=[O:38])[C:30]=4[C:29]([CH3:39])=[CH:28]3)[CH:24]=[C:23]([F:40])[C:22]=2[C:41](=[O:43])[NH2:42])[CH2:18][CH2:19]1)=[O:12]. The catalyst class is: 12. (2) Reactant: [O:1]1[C:5]2[CH:6]=[CH:7][CH:8]=[CH:9][C:4]=2[CH2:3][CH:2]1[CH2:10][N:11]1C(=O)C2C(=CC=CC=2)C1=O.NN. Product: [O:1]1[C:5]2[CH:6]=[CH:7][CH:8]=[CH:9][C:4]=2[CH2:3][CH:2]1[CH2:10][NH2:11]. The catalyst class is: 100. (3) Reactant: [CH2:1]([N:10]([S:18](=[O:21])(=[O:20])[NH2:19])C(=O)OC(C)(C)C)[CH:2]=[CH:3][C:4]1[CH:9]=[CH:8][CH:7]=[CH:6][CH:5]=1.C([O-])(O)=O.[Na+]. Product: [CH2:1]([NH:10][S:18]([NH2:19])(=[O:21])=[O:20])[CH:2]=[CH:3][C:4]1[CH:9]=[CH:8][CH:7]=[CH:6][CH:5]=1. The catalyst class is: 89. (4) Reactant: Br[C:2]1[CH:3]=[C:4]([C:8]2[CH2:12][C:11]([C:17]3[CH:22]=[C:21]([Cl:23])[CH:20]=[C:19]([Cl:24])[CH:18]=3)([C:13]([F:16])([F:15])[F:14])[O:10][N:9]=2)[S:5][C:6]=1[CH3:7].O.C(OCC)(=O)C.[CH3:32][N:33](C=O)C. Product: [Cl:24][C:19]1[CH:18]=[C:17]([C:11]2([C:13]([F:16])([F:15])[F:14])[O:10][N:9]=[C:8]([C:4]3[S:5][C:6]([CH3:7])=[C:2]([C:32]#[N:33])[CH:3]=3)[CH2:12]2)[CH:22]=[C:21]([Cl:23])[CH:20]=1. The catalyst class is: 267. (5) Reactant: C(OC([NH:8][CH2:9][C:10](O)=[O:11])=O)(C)(C)C.CCN(C(C)C)C(C)C.CN(C(ON1N=NC2C=CC=CC1=2)=[N+](C)C)C.[B-](F)(F)(F)F.[CH:44]1([CH2:50][C@H:51]([C:53]([OH:55])=[O:54])[NH2:52])[CH2:49][CH2:48][CH2:47][CH2:46][CH2:45]1. Product: [NH2:8][CH2:9][C:10]([NH:52][C@@H:51]([C:53]([OH:55])=[O:54])[CH2:50][CH:44]1[CH2:49][CH2:48][CH2:47][CH2:46][CH2:45]1)=[O:11]. The catalyst class is: 2. (6) Reactant: Cl[CH2:2][C:3]1[N:11]([CH2:12][C:13]2[CH:18]=[CH:17][C:16]([C:19]([F:22])([F:21])[F:20])=[CH:15][CH:14]=2)[C:10]2[C:5](=[N:6][C:7]([C:30]#[N:31])=[N:8][C:9]=2[NH:23][C@@H:24]([CH:26]2[CH2:29][CH2:28][CH2:27]2)[CH3:25])[N:4]=1.C([O-])([O-])=O.[Cs+].[Cs+].[CH3:38][NH:39][CH2:40][C:41]1[CH:46]=[CH:45][CH:44]=[CH:43][CH:42]=1. Product: [CH2:40]([N:39]([CH2:2][C:3]1[N:11]([CH2:12][C:13]2[CH:18]=[CH:17][C:16]([C:19]([F:22])([F:21])[F:20])=[CH:15][CH:14]=2)[C:10]2[C:5](=[N:6][C:7]([C:30]#[N:31])=[N:8][C:9]=2[NH:23][C@@H:24]([CH:26]2[CH2:29][CH2:28][CH2:27]2)[CH3:25])[N:4]=1)[CH3:38])[C:41]1[CH:46]=[CH:45][CH:44]=[CH:43][CH:42]=1. The catalyst class is: 210. (7) Reactant: [C:1]([O:4][C:5](=[O:7])[CH3:6])(=O)[CH3:2].[CH2:8]([O:15][C:16]1[CH:25]=[C:24]2[C:19]([C:20]([NH:26][C:27]3C=C(O)[C:30]([Cl:34])=[CH:29][C:28]=3[F:35])=[CH:21][N:22]=[N:23]2)=[CH:18][C:17]=1[O:36][CH3:37])[C:9]1[CH:14]=[CH:13][CH:12]=[CH:11][CH:10]=1. Product: [C:5]([O:4][C:1]1[C:30]([Cl:34])=[CH:29][C:28]([F:35])=[C:27]([CH:2]=1)[NH:26][C:20]1[C:19]2[C:24](=[CH:25][C:16]([O:15][CH2:8][C:9]3[CH:10]=[CH:11][CH:12]=[CH:13][CH:14]=3)=[C:17]([O:36][CH3:37])[CH:18]=2)[N:23]=[N:22][CH:21]=1)(=[O:7])[CH3:6]. The catalyst class is: 341. (8) The catalyst class is: 5. Product: [F:1][C:2]1[C:3]([CH2:30][CH2:31][C:32]2[S:33][CH:34]=[C:35]([CH:37]([CH3:39])[CH3:38])[N:36]=2)=[CH:4][C:5]2[N:6]([CH:29]=1)[C:7](=[O:28])[C:8](/[CH:19]=[CH:20]/[C:21]([O:23][C:24]([CH3:27])([CH3:26])[CH3:25])=[O:22])=[C:9]([N:11]1[CH2:16][CH2:15][CH2:14][CH:13]([OH:41])[CH2:12]1)[N:10]=2. Reactant: [F:1][C:2]1[C:3]([CH2:30][CH2:31][C:32]2[S:33][CH:34]=[C:35]([CH:37]([CH3:39])[CH3:38])[N:36]=2)=[CH:4][C:5]2[N:6]([CH:29]=1)[C:7](=[O:28])[C:8](/[CH:19]=[CH:20]/[C:21]([O:23][C:24]([CH3:27])([CH3:26])[CH3:25])=[O:22])=[C:9]([N:11]1[CH2:16][CH2:15][CH2:14][CH:13](C=O)[CH2:12]1)[N:10]=2.C[O-:41].[Na+].O. (9) Reactant: [CH2:1]([N:4]([CH2:21][CH2:22][CH3:23])[C:5]([CH2:7][O:8][C:9](=[O:20])[CH2:10][CH2:11][NH:12]C(OC(C)(C)C)=O)=[O:6])[CH2:2][CH3:3].Cl. Product: [CH2:21]([N:4]([CH2:1][CH2:2][CH3:3])[C:5]([CH2:7][O:8][C:9](=[O:20])[CH2:10][CH2:11][NH2:12])=[O:6])[CH2:22][CH3:23]. The catalyst class is: 12. (10) Reactant: [F:1][C:2]([C:5]1[S:29][C:8]2[N:9]=[CH:10][N:11]=[C:12]([O:13][C@H:14]([CH2:20][C:21]3[CH:26]=[CH:25][CH:24]=[CH:23][C:22]=3[O:27][CH3:28])[C:15]([O:17][CH2:18][CH3:19])=[O:16])[C:7]=2[C:6]=1I)([F:4])[CH3:3].[Cl:31][C:32]1[C:37]([CH3:38])=[C:36](B2OC(C)(C)C(C)(C)O2)[CH:35]=[CH:34][C:33]=1[OH:48].[OH-].C([N+](CCCC)(CCCC)CCCC)CCC. Product: [Cl:31][C:32]1[C:37]([CH3:38])=[C:36]([C:6]2[C:7]3[C:12]([O:13][C@H:14]([CH2:20][C:21]4[CH:26]=[CH:25][CH:24]=[CH:23][C:22]=4[O:27][CH3:28])[C:15]([O:17][CH2:18][CH3:19])=[O:16])=[N:11][CH:10]=[N:9][C:8]=3[S:29][C:5]=2[C:2]([F:4])([F:1])[CH3:3])[CH:35]=[CH:34][C:33]=1[OH:48]. The catalyst class is: 170.